Dataset: Forward reaction prediction with 1.9M reactions from USPTO patents (1976-2016). Task: Predict the product of the given reaction. (1) Given the reactants [C:1]([N:5]1[CH2:10][CH2:9][N:8]([C:11]2[C:16]([F:17])=[CH:15][C:14]([F:18])=[CH:13][C:12]=2[CH:19]2[N:23]([CH2:24][CH2:25][C:26]([CH3:29])([CH3:28])[CH3:27])[C:22](=[O:30])[C@H:21]([CH2:31][C:32](O)=[O:33])[S:20]2)[CH2:7][CH2:6]1)([CH3:4])([CH3:3])[CH3:2].C(Cl)C[Cl:37].C1C=CC2N(O)N=NC=2C=1.[NH:49]1[CH2:54][CH2:53][CH:52]([N:55]2[CH2:61][CH2:60][C:59]3[CH:62]=[CH:63][CH:64]=[CH:65][C:58]=3[NH:57][C:56]2=[O:66])[CH2:51][CH2:50]1.Cl, predict the reaction product. The product is: [ClH:37].[C:1]([N:5]1[CH2:6][CH2:7][N:8]([C:11]2[C:16]([F:17])=[CH:15][C:14]([F:18])=[CH:13][C:12]=2[CH:19]2[N:23]([CH2:24][CH2:25][C:26]([CH3:27])([CH3:29])[CH3:28])[C:22](=[O:30])[C@H:21]([CH2:31][C:32](=[O:33])[N:49]3[CH2:50][CH2:51][CH:52]([N:55]4[CH2:61][CH2:60][C:59]5[CH:62]=[CH:63][CH:64]=[CH:65][C:58]=5[NH:57][C:56]4=[O:66])[CH2:53][CH2:54]3)[S:20]2)[CH2:9][CH2:10]1)([CH3:3])([CH3:4])[CH3:2]. (2) Given the reactants [Cl:1][C:2]1[CH:7]=[C:6]([Cl:8])[CH:5]=[CH:4][C:3]=1[C@@:9]1([CH2:32][N:33]2[CH:37]=[CH:36][N:35]=[CH:34]2)[O:13][C@H:12]([CH2:14][O:15][C:16]2[CH:21]=[CH:20][C:19]([N:22]3[CH2:27][CH2:26][N:25]([S:28]([CH3:31])(=[O:30])=[O:29])[CH2:24][CH2:23]3)=[CH:18][CH:17]=2)[CH2:11][O:10]1.[F:38][CH:39]([F:45])CS(Cl)(=O)=O.CS(Cl)(=O)=O, predict the reaction product. The product is: [Cl:1][C:2]1[CH:7]=[C:6]([Cl:8])[CH:5]=[CH:4][C:3]=1[C@@:9]1([CH2:32][N:33]2[CH:37]=[CH:36][N:35]=[CH:34]2)[O:13][C@H:12]([CH2:14][O:15][C:16]2[CH:21]=[CH:20][C:19]([N:22]3[CH2:27][CH2:26][N:25]([S:28]([CH2:31][CH:39]([F:45])[F:38])(=[O:30])=[O:29])[CH2:24][CH2:23]3)=[CH:18][CH:17]=2)[CH2:11][O:10]1. (3) Given the reactants C1COCC1.[C:6]([O:10][C:11](=[O:47])[NH:12][C@@H:13]1[C:27](=[O:28])[N:26]2[CH2:29][C@H:30]([OH:32])[CH2:31][C@H:25]2[C:24](=[O:33])[NH:23][C@:22]2([C:35](=[O:44])[NH:36][S:37]([C:40]3([CH3:43])[CH2:42][CH2:41]3)(=[O:39])=[O:38])[CH2:34][C@H:21]2[CH:20]=[CH:19][CH2:18][CH2:17][CH:16]([CH3:45])[CH2:15][C@H:14]1[CH3:46])([CH3:9])([CH3:8])[CH3:7].[H-].[Na+].Cl[C:51]1[C:60]2[C:55](=[CH:56][CH:57]=[CH:58][CH:59]=2)[N:54]2[CH:61]=[CH:62][N:63]=[C:53]2[N:52]=1, predict the reaction product. The product is: [C:6]([O:10][C:11](=[O:47])[NH:12][C@@H:13]1[C:27](=[O:28])[N:26]2[CH2:29][C@H:30]([O:32][C:51]3[C:60]4[C:55](=[CH:56][CH:57]=[CH:58][CH:59]=4)[N:54]4[CH:61]=[CH:62][N:63]=[C:53]4[N:52]=3)[CH2:31][C@H:25]2[C:24](=[O:33])[NH:23][C@:22]2([C:35](=[O:44])[NH:36][S:37]([C:40]3([CH3:43])[CH2:41][CH2:42]3)(=[O:38])=[O:39])[CH2:34][C@H:21]2[CH:20]=[CH:19][CH2:18][CH2:17][CH:16]([CH3:45])[CH2:15][C@H:14]1[CH3:46])([CH3:9])([CH3:7])[CH3:8]. (4) Given the reactants [CH3:1][C:2]1([CH3:15])[NH:7][C:6](=[O:8])[C:5]2[C:9]([C:12]([OH:14])=[O:13])=[CH:10][O:11][C:4]=2[CH2:3]1.[H-].[Na+].Br[CH2:19][CH2:20][O:21][CH2:22][C:23]1[CH:28]=[CH:27][CH:26]=[CH:25][CH:24]=1, predict the reaction product. The product is: [CH2:22]([O:21][CH2:20][CH2:19][N:7]1[C:2]([CH3:15])([CH3:1])[CH2:3][C:4]2[O:11][CH:10]=[C:9]([C:12]([OH:14])=[O:13])[C:5]=2[C:6]1=[O:8])[C:23]1[CH:28]=[CH:27][CH:26]=[CH:25][CH:24]=1. (5) Given the reactants Br[C:2]1[C:7]2[CH:8]=[CH:9][N:10]([CH3:11])[C:6]=2[C:5]([Br:12])=[CH:4][N:3]=1.[Cl:13][C:14]1[CH:15]=[C:16]([CH:18]=[CH:19][CH:20]=1)[NH2:17].C(=O)([O-])[O-].[Cs+].[Cs+], predict the reaction product. The product is: [Br:12][C:5]1[C:6]2[N:10]([CH3:11])[CH:9]=[CH:8][C:7]=2[C:2]([NH:17][C:16]2[CH:18]=[CH:19][CH:20]=[C:14]([Cl:13])[CH:15]=2)=[N:3][CH:4]=1. (6) Given the reactants [CH3:1][C:2]1[N:3]=[C:4]2[C:9]([C:10]([F:13])([F:12])[F:11])=[CH:8][CH:7]=[CH:6][N:5]2[C:14]=1[C:15]1[CH:20]=[CH:19][CH:18]=[C:17]([O:21][C:22]2[CH:27]=[CH:26][CH:25]=[C:24]([S:28]([CH3:31])(=[O:30])=[O:29])[CH:23]=2)[CH:16]=1.[Br:32]N1C(=O)CCC1=O.CC(N=NC(C#N)(C)C)(C#N)C, predict the reaction product. The product is: [Br:32][CH2:1][C:2]1[N:3]=[C:4]2[C:9]([C:10]([F:11])([F:13])[F:12])=[CH:8][CH:7]=[CH:6][N:5]2[C:14]=1[C:15]1[CH:20]=[CH:19][CH:18]=[C:17]([O:21][C:22]2[CH:27]=[CH:26][CH:25]=[C:24]([S:28]([CH3:31])(=[O:30])=[O:29])[CH:23]=2)[CH:16]=1. (7) Given the reactants [Cl:1][C:2]1[C:3]([F:30])=[C:4]([NH:8][C:9]2[C:18]3[C:13](=[CH:14][C:15]([O:28][CH3:29])=[C:16]([CH2:19][NH:20][CH:21]4[CH2:26][CH2:25][CH2:24][NH:23][C:22]4=[O:27])[CH:17]=3)[N:12]=[CH:11][N:10]=2)[CH:5]=[CH:6][CH:7]=1.C=O.S([O-])([O-])(=O)=O.[Mg+2].[C:39]([BH3-])#N.[Na+], predict the reaction product. The product is: [Cl:1][C:2]1[C:3]([F:30])=[C:4]([NH:8][C:9]2[C:18]3[C:13](=[CH:14][C:15]([O:28][CH3:29])=[C:16]([CH2:19][N:20]([CH3:39])[CH:21]4[CH2:26][CH2:25][CH2:24][NH:23][C:22]4=[O:27])[CH:17]=3)[N:12]=[CH:11][N:10]=2)[CH:5]=[CH:6][CH:7]=1.